From a dataset of Reaction yield outcomes from USPTO patents with 853,638 reactions. Predict the reaction yield, written as a fraction of the theoretical maximum amount of product (1.0 means a 100% yield; for example, 0.34 means a 34% yield). (1) The reactants are Cl.C(O[C:5]([C:7]1[CH:8]=[C:9]2[C:13](=[CH:14][CH:15]=1)[NH:12][N:11]=[C:10]2[C:16]1[CH:21]=[CH:20][C:19]([F:22])=[CH:18][CH:17]=1)=[NH:6])C.C([N:25](CC)CC)C.[C:30]([NH:35]N)(=O)[CH:31]([CH3:33])[CH3:32]. The catalyst is C(O)C. The product is [F:22][C:19]1[CH:20]=[CH:21][C:16]([C:10]2[C:9]3[C:13](=[CH:14][CH:15]=[C:7]([C:5]4[NH:25][C:30]([CH:31]([CH3:33])[CH3:32])=[N:35][N:6]=4)[CH:8]=3)[NH:12][N:11]=2)=[CH:17][CH:18]=1. The yield is 0.450. (2) The reactants are [CH3:1][C:2]1[CH:7]=[C:6]([CH3:8])[NH:5][C:4](=[O:9])[C:3]=1[CH2:10][NH:11][C:12]([C:14]1[C:15]2[CH:28]=[N:27][N:26]([CH:29]([CH3:31])[CH3:30])[C:16]=2[N:17]=[C:18]([C:20]2[CH2:21][CH2:22][NH:23][CH2:24][CH:25]=2)[CH:19]=1)=[O:13].CCN(CC)CC.[NH:39]1[CH2:44][CH2:43][CH2:42][CH:41]([C:45](O)=[O:46])[CH2:40]1.C1CN([P+](ON2N=NC3C=CC=CC2=3)(N2CCCC2)N2CCCC2)CC1.F[P-](F)(F)(F)(F)F. The catalyst is CS(C)=O.O. The product is [CH3:1][C:2]1[CH:7]=[C:6]([CH3:8])[NH:5][C:4](=[O:9])[C:3]=1[CH2:10][NH:11][C:12]([C:14]1[C:15]2[CH:28]=[N:27][N:26]([CH:29]([CH3:31])[CH3:30])[C:16]=2[N:17]=[C:18]([C:20]2[CH2:21][CH2:22][N:23]([C:45]([CH:41]3[CH2:42][CH2:43][CH2:44][NH:39][CH2:40]3)=[O:46])[CH2:24][CH:25]=2)[CH:19]=1)=[O:13]. The yield is 0.850. (3) The reactants are [C:1]([O:5][C:6]([N:8]1[CH2:13][CH2:12][CH:11]([NH:14][CH:15]([CH2:18][C:19]2[CH:24]=[CH:23][C:22]([Cl:25])=[CH:21][CH:20]=2)[CH2:16][OH:17])[CH2:10][CH2:9]1)=[O:7])([CH3:4])([CH3:3])[CH3:2].C(N(CC)CC)C.[C:33](C1NC=CN=1)(C1NC=CN=1)=[O:34]. The catalyst is C(Cl)Cl. The product is [C:1]([O:5][C:6]([N:8]1[CH2:13][CH2:12][CH:11]([N:14]2[CH:15]([CH2:18][C:19]3[CH:20]=[CH:21][C:22]([Cl:25])=[CH:23][CH:24]=3)[CH2:16][O:17][C:33]2=[O:34])[CH2:10][CH2:9]1)=[O:7])([CH3:4])([CH3:2])[CH3:3]. The yield is 0.800. (4) The reactants are [CH3:1][O:2][C:3]([C:5]1[CH:6]=[C:7](B(O)O)[CH:8]=[CH:9][CH:10]=1)=[O:4].Br[C:15]1[CH:20]=[CH:19][CH:18]=[CH:17][N:16]=1.C([O-])([O-])=O.[K+].[K+].O1CCOCC1. The catalyst is C1C=CC(P(C2C=CC=CC=2)[C-]2C=CC=C2)=CC=1.C1C=CC(P(C2C=CC=CC=2)[C-]2C=CC=C2)=CC=1.Cl[Pd]Cl.[Fe+2].O. The product is [N:16]1[CH:17]=[CH:18][CH:19]=[CH:20][C:15]=1[C:7]1[CH:6]=[C:5]([CH:10]=[CH:9][CH:8]=1)[C:3]([O:2][CH3:1])=[O:4]. The yield is 0.900. (5) The reactants are [F:1][C:2]1[CH:3]=[C:4]([C:29]2[C:30]([C:35]#[N:36])=[CH:31][CH:32]=[CH:33][CH:34]=2)[CH:5]=[CH:6][C:7]=1[CH2:8][C:9]1[C:10](=[O:28])[N:11]([C@H:21]2[CH2:26][CH2:25][C@@H:24]([OH:27])[CH2:23][CH2:22]2)[C:12]2[N:13]([N:18]=[CH:19][N:20]=2)[C:14]=1[CH2:15][CH2:16][CH3:17].FC(F)(F)S(O[Si](C(C)(C)C)(C)C)(=O)=O.[N:52]1C(C)=CC=CC=1C.[Cl-].O[NH3+].[C:63](=[O:66])([O-])[OH:64].[Na+]. The catalyst is C(OCC)(=O)C.CS(C)=O.O1CCCC1. The product is [F:1][C:2]1[CH:3]=[C:4]([C:29]2[CH:34]=[CH:33][CH:32]=[CH:31][C:30]=2[C:35]2[NH:52][C:63](=[O:66])[O:64][N:36]=2)[CH:5]=[CH:6][C:7]=1[CH2:8][C:9]1[C:10](=[O:28])[N:11]([C@H:21]2[CH2:26][CH2:25][C@@H:24]([OH:27])[CH2:23][CH2:22]2)[C:12]2[N:13]([N:18]=[CH:19][N:20]=2)[C:14]=1[CH2:15][CH2:16][CH3:17]. The yield is 0.380. (6) The catalyst is [Pd].CO. The reactants are [CH2:1]([O:3][C:4](=[O:27])[CH:5]=[C:6]([CH2:25][CH3:26])[CH2:7][CH2:8][C:9]1[CH:14]=[CH:13][C:12]([O:15][Si:16]([C:19]([CH3:22])([CH3:21])[CH3:20])([CH3:18])[CH3:17])=[C:11]([O:23][CH3:24])[CH:10]=1)[CH3:2]. The yield is 0.810. The product is [CH2:1]([O:3][C:4](=[O:27])[CH2:5][CH:6]([CH2:25][CH3:26])[CH2:7][CH2:8][C:9]1[CH:14]=[CH:13][C:12]([O:15][Si:16]([C:19]([CH3:21])([CH3:22])[CH3:20])([CH3:18])[CH3:17])=[C:11]([O:23][CH3:24])[CH:10]=1)[CH3:2].